From a dataset of NCI-60 drug combinations with 297,098 pairs across 59 cell lines. Regression. Given two drug SMILES strings and cell line genomic features, predict the synergy score measuring deviation from expected non-interaction effect. (1) Drug 1: CC1=CC2C(CCC3(C2CCC3(C(=O)C)OC(=O)C)C)C4(C1=CC(=O)CC4)C. Drug 2: C1=CC=C(C=C1)NC(=O)CCCCCCC(=O)NO. Cell line: ACHN. Synergy scores: CSS=0.275, Synergy_ZIP=-2.80, Synergy_Bliss=-8.21, Synergy_Loewe=-16.4, Synergy_HSA=-8.20. (2) Drug 1: CN(C(=O)NC(C=O)C(C(C(CO)O)O)O)N=O. Drug 2: C(CN)CNCCSP(=O)(O)O. Cell line: KM12. Synergy scores: CSS=-30.6, Synergy_ZIP=13.8, Synergy_Bliss=-5.43, Synergy_Loewe=-37.1, Synergy_HSA=-36.9. (3) Drug 1: C1CC(=O)NC(=O)C1N2CC3=C(C2=O)C=CC=C3N. Drug 2: CC1=C(C(CCC1)(C)C)C=CC(=CC=CC(=CC(=O)O)C)C. Cell line: CAKI-1. Synergy scores: CSS=4.70, Synergy_ZIP=-8.38, Synergy_Bliss=-13.2, Synergy_Loewe=-12.8, Synergy_HSA=-9.33. (4) Drug 1: C1CCN(CC1)CCOC2=CC=C(C=C2)C(=O)C3=C(SC4=C3C=CC(=C4)O)C5=CC=C(C=C5)O. Drug 2: C(CN)CNCCSP(=O)(O)O. Cell line: T-47D. Synergy scores: CSS=8.92, Synergy_ZIP=1.38, Synergy_Bliss=6.20, Synergy_Loewe=5.54, Synergy_HSA=6.89. (5) Drug 1: CCN(CC)CCNC(=O)C1=C(NC(=C1C)C=C2C3=C(C=CC(=C3)F)NC2=O)C. Drug 2: C1C(C(OC1N2C=NC3=C2NC=NCC3O)CO)O. Cell line: SF-539. Synergy scores: CSS=15.8, Synergy_ZIP=-2.91, Synergy_Bliss=0.234, Synergy_Loewe=-5.69, Synergy_HSA=-2.63.